From a dataset of Full USPTO retrosynthesis dataset with 1.9M reactions from patents (1976-2016). Predict the reactants needed to synthesize the given product. (1) Given the product [F:20][C:17]([F:18])([F:19])[C:14]1([OH:21])[CH2:13][CH2:12][NH:11][CH2:16][CH2:15]1, predict the reactants needed to synthesize it. The reactants are: C(OC([N:11]1[CH2:16][CH2:15][C:14]([OH:21])([C:17]([F:20])([F:19])[F:18])[CH2:13][CH2:12]1)=O)C1C=CC=CC=1. (2) Given the product [CH3:30][O:31][C:32]1[CH:37]=[CH:36][CH:35]=[CH:34][C:33]=1[N:38]1[CH2:10][CH2:11][N:12]([CH2:15][CH2:16][CH2:17][O:18][C:19]2[CH:27]=[C:26]3[C:22]([CH:23]=[N:24][NH:25]3)=[CH:21][CH:20]=2)[CH2:13][CH2:14]1, predict the reactants needed to synthesize it. The reactants are: ClC1C(Cl)=CC=CC=1C1[CH2:14][CH2:13][N:12]([CH2:15][CH2:16][CH2:17][O:18][C:19]2[CH:27]=[C:26]3[C:22]([CH:23]=[N:24][NH:25]3)=[CH:21][CH:20]=2)[CH2:11][CH2:10]1.[Na+].[I-].[CH3:30][O:31][C:32]1[CH:37]=[CH:36][CH:35]=[CH:34][C:33]=1[N:38]1CCNCC1.CCN(C(C)C)C(C)C. (3) The reactants are: O[Li].O.C[O:5][C:6](=[O:22])[CH2:7][C@@H:8]([NH:14][C:15]([O:17][C:18]([CH3:21])([CH3:20])[CH3:19])=[O:16])[C:9]1[CH:13]=[CH:12][O:11][CH:10]=1. Given the product [C:18]([O:17][C:15]([NH:14][C@@H:8]([C:9]1[CH:13]=[CH:12][O:11][CH:10]=1)[CH2:7][C:6]([OH:22])=[O:5])=[O:16])([CH3:21])([CH3:19])[CH3:20], predict the reactants needed to synthesize it. (4) Given the product [CH2:1]([O:3][C:4]([CH:6]1[CH2:11][CH2:10][N:9]([C:13]2[N:14]=[N:15][C:16]([O:19][CH3:20])=[CH:17][CH:18]=2)[CH2:8][CH2:7]1)=[O:5])[CH3:2], predict the reactants needed to synthesize it. The reactants are: [CH2:1]([O:3][C:4]([CH:6]1[CH2:11][CH2:10][NH:9][CH2:8][CH2:7]1)=[O:5])[CH3:2].Cl[C:13]1[N:14]=[N:15][C:16]([O:19][CH3:20])=[CH:17][CH:18]=1.C1(C)C=CC=CC=1.CC([O-])(C)C.[Na+]. (5) Given the product [Br:8][C:4]1[CH:3]=[C:2]([C:12]2[CH:13]=[N:14][CH:15]=[CH:16][CH:17]=2)[CH:7]=[CH:6][CH:5]=1, predict the reactants needed to synthesize it. The reactants are: Br[C:2]1[CH:7]=[CH:6][CH:5]=[C:4]([Br:8])[CH:3]=1.C(B(CC)[C:12]1[CH:13]=[N:14][CH:15]=[CH:16][CH:17]=1)C.[OH-].C([N+](CCCC)(CCCC)CCCC)CCC.C(=O)([O-])[O-].[Na+].[Na+]. (6) Given the product [F:40][C:2]1([F:1])[O:6][C:5]2[CH:7]=[CH:8][C:9]([C:11]3([C:14]([NH:16][C@H:17]4[CH2:22][C@@H:21]([C:23]5[CH:28]=[CH:27][CH:26]=[CH:25][CH:24]=5)[O:20][C@@H:19]([C:29]5[CH:38]=[CH:37][C:32]([C:33]([OH:35])=[O:34])=[CH:31][C:30]=5[F:39])[CH2:18]4)=[O:15])[CH2:13][CH2:12]3)=[CH:10][C:4]=2[O:3]1, predict the reactants needed to synthesize it. The reactants are: [F:1][C:2]1([F:40])[O:6][C:5]2[CH:7]=[CH:8][C:9]([C:11]3([C:14]([NH:16][C@H:17]4[CH2:22][C@@H:21]([C:23]5[CH:28]=[CH:27][CH:26]=[CH:25][CH:24]=5)[O:20][C@@H:19]([C:29]5[CH:38]=[CH:37][C:32]([C:33]([O:35]C)=[O:34])=[CH:31][C:30]=5[F:39])[CH2:18]4)=[O:15])[CH2:13][CH2:12]3)=[CH:10][C:4]=2[O:3]1.